Dataset: Reaction yield outcomes from USPTO patents with 853,638 reactions. Task: Predict the reaction yield, written as a fraction of the theoretical maximum amount of product (1.0 means a 100% yield; for example, 0.34 means a 34% yield). (1) The reactants are Br[C:2]1[CH:3]=[C:4]([C:8]2([CH3:18])[C:16]3[C:11](=[CH:12][CH:13]=[CH:14][CH:15]=3)[C:10]([NH2:17])=[N:9]2)[CH:5]=[CH:6][CH:7]=1.[Cl:19][C:20]1[CH:21]=[C:22](B(O)O)[CH:23]=[C:24]([Cl:26])[CH:25]=1.Cl. The catalyst is ClCCl. The product is [ClH:19].[Cl:19][C:20]1[CH:21]=[C:22]([C:2]2[CH:7]=[CH:6][CH:5]=[C:4]([C:8]3([CH3:18])[C:16]4[C:11](=[CH:12][CH:13]=[CH:14][CH:15]=4)[C:10]([NH2:17])=[N:9]3)[CH:3]=2)[CH:23]=[C:24]([Cl:26])[CH:25]=1. The yield is 0.320. (2) The reactants are [NH2:1][C:2]1[CH:3]=[N:4][CH:5]=[CH:6][C:7]=1[C:8]1[CH2:13][C:12]([CH3:15])([CH3:14])[CH2:11][CH:10]([N:16]2[C:24](=[O:25])[C:23]3[C:18](=[CH:19][CH:20]=[CH:21][CH:22]=3)[C:17]2=[O:26])[CH:9]=1.[H][H]. The catalyst is C(O)(=O)C.[Pd]. The product is [NH2:1][C:2]1[CH:3]=[N:4][CH:5]=[CH:6][C:7]=1[CH:8]1[CH2:9][CH:10]([N:16]2[C:17](=[O:26])[C:18]3[C:23](=[CH:22][CH:21]=[CH:20][CH:19]=3)[C:24]2=[O:25])[CH2:11][C:12]([CH3:15])([CH3:14])[CH2:13]1. The yield is 0.530. (3) The reactants are C[Si]([N-][Si](C)(C)C)(C)C.[Li+].[CH2:11]([O:13][CH2:14][C@H:15]([OH:26])[C:16]([NH:18][C:19]1[CH:24]=[N:23][C:22]([CH3:25])=[CH:21][N:20]=1)=[O:17])[CH3:12].Cl[C:28]1[N:33]=[CH:32][N:31]=[C:30]2[N:34]([C:37]3[CH:42]=[CH:41][CH:40]=[CH:39][C:38]=3[Cl:43])[N:35]=[CH:36][C:29]=12. The catalyst is C1COCC1.CCOC(C)=O. The product is [Cl:43][C:38]1[CH:39]=[CH:40][CH:41]=[CH:42][C:37]=1[N:34]1[C:30]2[N:31]=[CH:32][N:33]=[C:28]([O:26][C@@H:15]([CH2:14][O:13][CH2:11][CH3:12])[C:16]([NH:18][C:19]3[CH:24]=[N:23][C:22]([CH3:25])=[CH:21][N:20]=3)=[O:17])[C:29]=2[CH:36]=[N:35]1. The yield is 0.720. (4) The reactants are C[O:2][C:3]1[CH:4]=[C:5]([C:9]2[C:18]([CH3:19])=[N:17][C:16]3[C:11](=[CH:12][CH:13]=[CH:14][C:15]=3[C:20]([F:23])([F:22])[F:21])[N:10]=2)[CH:6]=[CH:7][CH:8]=1.Br.O.C([O-])(O)=O.[Na+]. The yield is 0.900. The catalyst is CC(O)=O.CCOC(C)=O. The product is [CH3:19][C:18]1[C:9]([C:5]2[CH:4]=[C:3]([OH:2])[CH:8]=[CH:7][CH:6]=2)=[N:10][C:11]2[C:16]([N:17]=1)=[C:15]([C:20]([F:23])([F:22])[F:21])[CH:14]=[CH:13][CH:12]=2. (5) The reactants are C(OC1C=CC2C(=CC=CC=2)C=1C=NO)C1OC1.[OH:19][C:20]1[CH:29]=[CH:28][C:27]2[C:22](=[CH:23][CH:24]=[CH:25][CH:26]=2)[C:21]=1[CH:30]=[O:31].C(=O)([O-])[O-].[K+].[K+].Br[CH2:39][CH2:40][CH2:41][CH2:42][CH2:43][C:44]([O:46][CH2:47][CH3:48])=[O:45]. The catalyst is CN(C)C=O.O. The product is [CH2:47]([O:46][C:44]([CH2:43][CH2:42][CH2:41][CH2:40][CH2:39][O:19][C:20]1[CH:29]=[CH:28][C:27]2[C:22](=[CH:23][CH:24]=[CH:25][CH:26]=2)[C:21]=1[CH:30]=[O:31])=[O:45])[CH3:48]. The yield is 0.840. (6) The reactants are [CH2:1]([O:3][C:4]1[N:9]=[C:8]([N:10]2[C:14]([NH2:15])=[CH:13][C:12]([CH3:16])=[N:11]2)[CH:7]=[CH:6][CH:5]=1)[CH3:2].[CH2:17](OC1N=C(NN)C=CC=1)[CH3:18].[Cl:28][C:29]1[CH:34]=[CH:33][CH:32]=[C:31](OCC)N=1.IC1C=CC=CC=1C(O)=O. No catalyst specified. The product is [CH2:1]([O:3][C:4]1[N:9]=[C:8]([N:10]2[C:14]([NH2:15])=[CH:13][C:12]([CH3:16])=[N:11]2)[CH:7]=[CH:6][CH:5]=1)[CH3:2].[Cl:28][C:29]1[C:34]2[C:33](=[CH:32][CH:31]=[CH:17][CH:18]=2)[N:15]=[C:14]2[N:10]([C:8]3[CH:7]=[CH:6][CH:5]=[C:4]([O:3][CH2:1][CH3:2])[N:9]=3)[N:11]=[C:12]([CH3:16])[C:13]=12. The yield is 0.360. (7) The reactants are Br[C:2]1[CH:7]=[CH:6][CH:5]=[C:4]([Br:8])[N:3]=1.[NH2:9][CH2:10][CH:11]([OH:14])[CH2:12][OH:13].CCN(C(C)C)C(C)C. The catalyst is C1(C)C=CC=CC=1. The product is [Br:8][C:4]1[N:3]=[C:2]([NH:9][CH2:10][CH:11]([OH:14])[CH2:12][OH:13])[CH:7]=[CH:6][CH:5]=1. The yield is 0.300. (8) The reactants are [NH:1]1[C:5]2[CH:6]=[CH:7][C:8]([CH2:10][NH:11][CH3:12])=[CH:9][C:4]=2[N:3]=[CH:2]1.CNCC1C=CC2C(=CC=CC=2)C=1CCC.Cl.[O:30]=[C:31]1[NH:40][C:39]2[N:38]=[CH:37][C:36](/[CH:41]=[CH:42]/[C:43]([OH:45])=O)=[CH:35][C:34]=2[CH2:33][CH2:32]1.Cl.CN1CC2C=C(/C=C/C(O)=O)C=NC=2NC(=O)C1. No catalyst specified. The product is [NH:1]1[C:5]2[CH:6]=[CH:7][C:8]([CH2:10][N:11]([CH3:12])[C:43](=[O:45])/[CH:42]=[CH:41]/[C:36]3[CH:37]=[N:38][C:39]4[NH:40][C:31](=[O:30])[CH2:32][CH2:33][C:34]=4[CH:35]=3)=[CH:9][C:4]=2[N:3]=[CH:2]1. The yield is 0.370.